Predict the reaction yield, written as a fraction of the theoretical maximum amount of product (1.0 means a 100% yield; for example, 0.34 means a 34% yield). From a dataset of Reaction yield outcomes from USPTO patents with 853,638 reactions. (1) The reactants are [CH3:1][N:2]1[C:6]([CH3:7])=[C:5]([CH3:8])[C:4](=[O:9])[N:3]1[C:10]1[CH:15]=[CH:14][CH:13]=[CH:12][CH:11]=1.[Br:16]N1C(=O)CCC1=O. The catalyst is C(Cl)(Cl)(Cl)Cl. The product is [Br:16][CH2:7][C:6]1[N:2]([CH3:1])[N:3]([C:10]2[CH:15]=[CH:14][CH:13]=[CH:12][CH:11]=2)[C:4](=[O:9])[C:5]=1[CH3:8]. The yield is 0.850. (2) The reactants are [CH3:1][O:2][C:3](=[O:15])[C:4]1[C:5](=[C:10](I)[CH:11]=[CH:12][CH:13]=1)[C:6]([O:8][CH3:9])=[O:7].[NH2:16][C:17]1[CH:18]=[C:19]2[C:23](=[CH:24][CH:25]=1)[CH2:22][CH2:21][CH2:20]2.C1C=CC(P(C2C(C3C(P(C4C=CC=CC=4)C4C=CC=CC=4)=CC=C4C=3C=CC=C4)=C3C(C=CC=C3)=CC=2)C2C=CC=CC=2)=CC=1.C(=O)([O-])[O-].[Cs+].[Cs+]. The catalyst is C1(C)C=CC=CC=1.C(Cl)Cl.C1C=CC(/C=C/C(/C=C/C2C=CC=CC=2)=O)=CC=1.C1C=CC(/C=C/C(/C=C/C2C=CC=CC=2)=O)=CC=1.C1C=CC(/C=C/C(/C=C/C2C=CC=CC=2)=O)=CC=1.[Pd].[Pd]. The product is [CH3:1][O:2][C:3](=[O:15])[C:4]1[C:5](=[C:10]([NH:16][C:17]2[CH:18]=[C:19]3[C:23](=[CH:24][CH:25]=2)[CH2:22][CH2:21][CH2:20]3)[CH:11]=[CH:12][CH:13]=1)[C:6]([O:8][CH3:9])=[O:7]. The yield is 0.820. (3) The reactants are [OH:1][C:2]1[CH:19]=[C:18]([C:20]([N:22]2[CH2:27][CH2:26][CH:25]([C:28]([O:30]C)=[O:29])[CH2:24][CH2:23]2)=[O:21])[CH:17]=[C:16]2[C:3]=1[C@@:4]1([CH3:37])[C@H:13]([CH2:14][S:15]2(=[O:33])=[O:32])[C@:12]2([CH3:34])[C@H:7]([C:8]([CH3:36])([CH3:35])[CH2:9][CH2:10][CH2:11]2)[CH2:6][CH2:5]1.O[Li].O. The catalyst is CO.O. The product is [OH:1][C:2]1[CH:19]=[C:18]([C:20]([N:22]2[CH2:27][CH2:26][CH:25]([C:28]([OH:30])=[O:29])[CH2:24][CH2:23]2)=[O:21])[CH:17]=[C:16]2[C:3]=1[C@@:4]1([CH3:37])[C@H:13]([CH2:14][S:15]2(=[O:33])=[O:32])[C@:12]2([CH3:34])[C@H:7]([C:8]([CH3:36])([CH3:35])[CH2:9][CH2:10][CH2:11]2)[CH2:6][CH2:5]1. The yield is 0.630. (4) The yield is 0.840. The product is [Br:1][C:2]1[C:3]([F:11])=[C:4]([CH:8]=[CH:9][CH:10]=1)[C:5]([O:7][CH3:12])=[O:6]. The catalyst is CO. The reactants are [Br:1][C:2]1[C:3]([F:11])=[C:4]([CH:8]=[CH:9][CH:10]=1)[C:5]([OH:7])=[O:6].[CH3:12]OC(OC)OC.C1(C)C=CC(S(O)(=O)=O)=CC=1.